Dataset: Catalyst prediction with 721,799 reactions and 888 catalyst types from USPTO. Task: Predict which catalyst facilitates the given reaction. (1) Reactant: [C:1]1([C:7]2[CH:12]=[C:11]([N+:13]([O-])=O)[CH:10]=[C:9]([N+:16]([O-])=O)[C:8]=2[NH2:19])[CH:6]=[CH:5][CH:4]=[CH:3][CH:2]=1. Product: [C:1]1([C:7]2[CH:12]=[C:11]([NH2:13])[CH:10]=[C:9]([NH2:16])[C:8]=2[NH2:19])[CH:2]=[CH:3][CH:4]=[CH:5][CH:6]=1. The catalyst class is: 19. (2) Reactant: [N:1]1[CH:6]=[CH:5][C:4]([C:7]2[CH:22]=[CH:21][C:10]([CH2:11][N:12]3[CH:17]=[CH:16][CH:15]=[C:14]([O:18]C)[C:13]3=[O:20])=[CH:9][CH:8]=2)=[CH:3][CH:2]=1.B(Br)(Br)Br. Product: [N:1]1[CH:2]=[CH:3][C:4]([C:7]2[CH:8]=[CH:9][C:10]([CH2:11][N:12]3[CH:17]=[CH:16][CH:15]=[C:14]([OH:18])[C:13]3=[O:20])=[CH:21][CH:22]=2)=[CH:5][CH:6]=1. The catalyst class is: 2.